From a dataset of Full USPTO retrosynthesis dataset with 1.9M reactions from patents (1976-2016). Predict the reactants needed to synthesize the given product. (1) Given the product [OH:3][C:1]([C:4]1[CH:5]=[CH:6][C:7]([S:10]([C:13]2[CH:14]=[CH:15][C:16]([CH3:31])=[C:17]([S:19]([NH:22][CH2:23][CH2:24][C:25]3[CH:30]=[CH:29][CH:28]=[CH:27][N:26]=3)(=[O:21])=[O:20])[CH:18]=2)(=[O:12])=[O:11])=[CH:8][CH:9]=1)([CH3:32])[CH3:2], predict the reactants needed to synthesize it. The reactants are: [C:1]([C:4]1[CH:9]=[CH:8][C:7]([S:10]([C:13]2[CH:14]=[CH:15][C:16]([CH3:31])=[C:17]([S:19]([NH:22][CH2:23][CH2:24][C:25]3[CH:30]=[CH:29][CH:28]=[CH:27][N:26]=3)(=[O:21])=[O:20])[CH:18]=2)(=[O:12])=[O:11])=[CH:6][CH:5]=1)(=[O:3])[CH3:2].[CH3:32][Mg]Br.C1(C)C=CC=CC=1.C1COCC1. (2) Given the product [CH3:18][N:4]1[CH:5]=[C:6]([B:9]2[O:13][C:12]([CH3:15])([CH3:14])[C:11]([CH3:17])([CH3:16])[O:10]2)[CH:7]=[CH:8][C:3]1=[O:2], predict the reactants needed to synthesize it. The reactants are: C[O:2][C:3]1[CH:8]=[CH:7][C:6]([B:9]2[O:13][C:12]([CH3:15])([CH3:14])[C:11]([CH3:17])([CH3:16])[O:10]2)=[CH:5][N:4]=1.[CH3:18]I. (3) Given the product [NH2:63][C:61](=[O:62])[CH2:60][CH2:59][NH:58][C:13]([C:12]1[CH:16]=[CH:17][C:9]([Cl:8])=[C:10]([NH:18][C:19]([C:21]2[C:32](=[O:33])[NH:31][C:24]3[N:25]=[C:26]([O:29][CH3:30])[N:27]=[CH:28][C:23]=3[CH:22]=2)=[O:20])[CH:11]=1)=[O:14], predict the reactants needed to synthesize it. The reactants are: C(N(CC)CC)C.[Cl:8][C:9]1[CH:17]=[CH:16][C:12]([C:13](O)=[O:14])=[CH:11][C:10]=1[NH:18][C:19]([C:21]1[C:32](=[O:33])[NH:31][C:24]2[N:25]=[C:26]([O:29][CH3:30])[N:27]=[CH:28][C:23]=2[CH:22]=1)=[O:20].CN(C(ON1N=NC2C=CC=NC1=2)=[N+](C)C)C.F[P-](F)(F)(F)(F)F.[NH2:58][CH2:59][CH2:60][C:61]([NH2:63])=[O:62].Cl. (4) Given the product [F:1][CH2:2][C:3]1([C:8]([O:10][CH2:11][CH3:12])=[O:9])[CH2:7][CH2:6][N:5]([C:20]([O:22][CH2:23][C:24]2[CH:29]=[CH:28][CH:27]=[CH:26][CH:25]=2)=[O:21])[CH2:4]1, predict the reactants needed to synthesize it. The reactants are: [F:1][CH2:2][C:3]1([C:8]([O:10][CH2:11][CH3:12])=[O:9])[CH2:7][CH2:6][NH:5][CH2:4]1.C(=O)([O-])[O-].[Na+].[Na+].Cl[C:20]([O:22][CH2:23][C:24]1[CH:29]=[CH:28][CH:27]=[CH:26][CH:25]=1)=[O:21]. (5) Given the product [Cl:1][C:2]1[CH:10]=[CH:9][CH:8]=[CH:7][C:3]=1[C:4]([NH:11][C:12]1[C:17]([Cl:18])=[N:16][C:15]([CH3:19])=[N:14][C:13]=1[NH:30][C@H:31]([CH3:34])[CH2:32][OH:33])=[O:5], predict the reactants needed to synthesize it. The reactants are: [Cl:1][C:2]1[CH:10]=[CH:9][CH:8]=[CH:7][C:3]=1[C:4](Cl)=[O:5].[NH2:11][C:12]1[C:13](Cl)=[N:14][C:15]([CH3:19])=[N:16][C:17]=1[Cl:18].C(N(C(C)C)CC)(C)C.[NH2:30][C@H:31]([CH3:34])[CH2:32][OH:33].